Dataset: Full USPTO retrosynthesis dataset with 1.9M reactions from patents (1976-2016). Task: Predict the reactants needed to synthesize the given product. Given the product [C:1]([C:3]1[CH:4]=[C:5]([C:13]2[O:17][N:16]=[C:15]([C:18]3[CH:26]=[CH:25][CH:24]=[C:23]4[C:19]=3[CH2:20][CH2:21][C@H:22]4[NH:27][S:28]([CH2:31][C:32]([OH:34])=[O:33])(=[O:29])=[O:30])[N:14]=2)[CH:6]=[CH:7][C:8]=1[O:9][CH:10]([CH3:12])[CH3:11])#[N:2], predict the reactants needed to synthesize it. The reactants are: [C:1]([C:3]1[CH:4]=[C:5]([C:13]2[O:17][N:16]=[C:15]([C:18]3[CH:26]=[CH:25][CH:24]=[C:23]4[C:19]=3[CH2:20][CH2:21][C@H:22]4[NH:27][S:28]([CH2:31][C:32]([O:34]C)=[O:33])(=[O:30])=[O:29])[N:14]=2)[CH:6]=[CH:7][C:8]=1[O:9][CH:10]([CH3:12])[CH3:11])#[N:2].[OH-].[Na+].